This data is from NCI-60 drug combinations with 297,098 pairs across 59 cell lines. The task is: Regression. Given two drug SMILES strings and cell line genomic features, predict the synergy score measuring deviation from expected non-interaction effect. (1) Drug 1: C1CCC(CC1)NC(=O)N(CCCl)N=O. Drug 2: CC(C1=C(C=CC(=C1Cl)F)Cl)OC2=C(N=CC(=C2)C3=CN(N=C3)C4CCNCC4)N. Cell line: PC-3. Synergy scores: CSS=11.1, Synergy_ZIP=-1.86, Synergy_Bliss=0.634, Synergy_Loewe=-1.80, Synergy_HSA=0.574. (2) Drug 2: CC1CCC2CC(C(=CC=CC=CC(CC(C(=O)C(C(C(=CC(C(=O)CC(OC(=O)C3CCCCN3C(=O)C(=O)C1(O2)O)C(C)CC4CCC(C(C4)OC)OCCO)C)C)O)OC)C)C)C)OC. Synergy scores: CSS=-1.93, Synergy_ZIP=-0.752, Synergy_Bliss=-3.41, Synergy_Loewe=-3.99, Synergy_HSA=-3.61. Drug 1: C1=CC(=CC=C1C#N)C(C2=CC=C(C=C2)C#N)N3C=NC=N3. Cell line: M14. (3) Drug 1: CC1C(C(CC(O1)OC2CC(CC3=C2C(=C4C(=C3O)C(=O)C5=C(C4=O)C(=CC=C5)OC)O)(C(=O)CO)O)N)O.Cl. Drug 2: C1CC(=O)NC(=O)C1N2C(=O)C3=CC=CC=C3C2=O. Cell line: U251. Synergy scores: CSS=37.6, Synergy_ZIP=18.6, Synergy_Bliss=19.2, Synergy_Loewe=20.1, Synergy_HSA=18.1. (4) Drug 1: C1=NNC2=C1C(=O)NC=N2. Drug 2: CC1CCCC2(C(O2)CC(NC(=O)CC(C(C(=O)C(C1O)C)(C)C)O)C(=CC3=CSC(=N3)C)C)C. Cell line: BT-549. Synergy scores: CSS=35.6, Synergy_ZIP=-0.373, Synergy_Bliss=-4.45, Synergy_Loewe=-33.3, Synergy_HSA=-3.62. (5) Drug 1: CNC(=O)C1=CC=CC=C1SC2=CC3=C(C=C2)C(=NN3)C=CC4=CC=CC=N4. Drug 2: CC12CCC3C(C1CCC2OP(=O)(O)O)CCC4=C3C=CC(=C4)OC(=O)N(CCCl)CCCl.[Na+]. Cell line: UACC62. Synergy scores: CSS=-6.23, Synergy_ZIP=-4.24, Synergy_Bliss=-15.8, Synergy_Loewe=-17.0, Synergy_HSA=-15.4. (6) Drug 1: CCC1(CC2CC(C3=C(CCN(C2)C1)C4=CC=CC=C4N3)(C5=C(C=C6C(=C5)C78CCN9C7C(C=CC9)(C(C(C8N6C)(C(=O)OC)O)OC(=O)C)CC)OC)C(=O)OC)O.OS(=O)(=O)O. Drug 2: C1C(C(OC1N2C=NC(=NC2=O)N)CO)O. Cell line: SF-539. Synergy scores: CSS=1.96, Synergy_ZIP=-4.20, Synergy_Bliss=-8.62, Synergy_Loewe=-8.85, Synergy_HSA=-8.26.